From a dataset of Reaction yield outcomes from USPTO patents with 853,638 reactions. Predict the reaction yield, written as a fraction of the theoretical maximum amount of product (1.0 means a 100% yield; for example, 0.34 means a 34% yield). (1) The reactants are [F:1][C:2]1[CH:3]=[C:4]([C:29]2[C:30]([C:35]#[N:36])=[CH:31][CH:32]=[CH:33][CH:34]=2)[CH:5]=[CH:6][C:7]=1[CH2:8][C:9]1[C:10](=[O:28])[N:11]([CH:21]2[CH2:26][CH2:25][C:24](=[O:27])[CH2:23][CH2:22]2)[C:12]2[N:13]([N:18]=[CH:19][N:20]=2)[C:14]=1[CH2:15][CH2:16][CH3:17].[OH:37][CH2:38][C:39]1([CH:43](O)[CH3:44])[CH2:42][CH2:41][CH2:40]1. The catalyst is CC1C=CC(S(O)(=O)=O)=CC=1.C1(C)C=CC=CC=1. The product is [F:1][C:2]1[CH:3]=[C:4]([C:29]2[C:30]([C:35]#[N:36])=[CH:31][CH:32]=[CH:33][CH:34]=2)[CH:5]=[CH:6][C:7]=1[CH2:8][C:9]1[C:10](=[O:28])[N:11]([CH:21]2[CH2:22][CH2:23][C:24]3([O:37][CH2:38][C:39]4([CH2:42][CH2:41][CH2:40]4)[CH:43]([CH3:44])[O:27]3)[CH2:25][CH2:26]2)[C:12]2[N:13]([N:18]=[CH:19][N:20]=2)[C:14]=1[CH2:15][CH2:16][CH3:17]. The yield is 0.900. (2) The reactants are [CH:1]1([CH2:4][O:5][NH:6][C:7]([C:9]2[C:22]([NH:23][C:24]3[CH:29]=[CH:28][C:27]([Br:30])=[CH:26][C:25]=3[CH3:31])=[C:21]([F:32])[C:12]3[N:13]=[CH:14][N:15]([CH2:16][CH2:17][CH2:18][CH:19]=O)[C:11]=3[CH:10]=2)=[O:8])[CH2:3][CH2:2]1.[CH3:33][N:34]1[CH2:39][CH2:38][NH:37][CH2:36][CH2:35]1.CC(O)=O.C(O[BH-](OC(=O)C)OC(=O)C)(=O)C.C[N+](C)(C)C. The catalyst is CC#N.C(OCC)(=O)C. The product is [CH:1]1([CH2:4][O:5][NH:6][C:7]([C:9]2[C:22]([NH:23][C:24]3[CH:29]=[CH:28][C:27]([Br:30])=[CH:26][C:25]=3[CH3:31])=[C:21]([F:32])[C:12]3[N:13]=[CH:14][N:15]([CH2:16][CH2:17][CH2:18][CH2:19][N:37]4[CH2:38][CH2:39][N:34]([CH3:33])[CH2:35][CH2:36]4)[C:11]=3[CH:10]=2)=[O:8])[CH2:2][CH2:3]1. The yield is 0.690.